This data is from Full USPTO retrosynthesis dataset with 1.9M reactions from patents (1976-2016). The task is: Predict the reactants needed to synthesize the given product. (1) Given the product [Br:15][C:10]1[CH:9]=[CH:8][C:7]2[N:6]([CH2:27][CH:28]([OH:37])[CH2:29][O:30][C:31]3[CH:36]=[CH:35][CH:34]=[CH:33][N:32]=3)[C:5]3[C:13]([C:12]=2[CH:11]=1)=[CH:14][C:2]([Br:1])=[CH:3][CH:4]=3, predict the reactants needed to synthesize it. The reactants are: [Br:1][C:2]1[CH:3]=[CH:4][C:5]2[NH:6][C:7]3[C:12]([C:13]=2[CH:14]=1)=[CH:11][C:10]([Br:15])=[CH:9][CH:8]=3.[OH-].[K+].C1(C)C=C(C)C=C(C)C=1O[CH2:27][CH:28]([OH:37])[CH2:29][O:30][C:31]1[CH:36]=[CH:35][CH:34]=[CH:33][N:32]=1. (2) Given the product [CH2:1]([C:3]1[C:8](=[O:9])[NH:7][C:6](=[O:11])[NH:5][C:4]=1[C:13]([C:15]1[CH:16]=[C:17]([CH:22]=[CH:23][C:24]#[N:25])[CH:18]=[C:19]([CH3:21])[CH:20]=1)=[O:14])[CH3:2], predict the reactants needed to synthesize it. The reactants are: [CH2:1]([C:3]1[C:4]([C:13]([C:15]2[CH:16]=[C:17]([CH:22]=[CH:23][C:24]#[N:25])[CH:18]=[C:19]([CH3:21])[CH:20]=2)=[O:14])=[N:5][C:6]([O:11]C)=[N:7][C:8]=1[O:9]C)[CH3:2].C(Cl)(=O)C(Cl)=O. (3) Given the product [Br:12][CH2:13][CH2:14][CH2:15][CH2:16][N:3]1[CH:7]=[CH:6][CH:5]=[C:4]1[C:8]([O:10][CH3:11])=[O:9], predict the reactants needed to synthesize it. The reactants are: [H-].[Na+].[NH:3]1[CH:7]=[CH:6][CH:5]=[C:4]1[C:8]([O:10][CH3:11])=[O:9].[Br:12][CH2:13][CH2:14][CH2:15][CH2:16]Br.